This data is from NCI-60 drug combinations with 297,098 pairs across 59 cell lines. The task is: Regression. Given two drug SMILES strings and cell line genomic features, predict the synergy score measuring deviation from expected non-interaction effect. (1) Drug 1: CC12CCC(CC1=CCC3C2CCC4(C3CC=C4C5=CN=CC=C5)C)O. Drug 2: CCN(CC)CCCC(C)NC1=C2C=C(C=CC2=NC3=C1C=CC(=C3)Cl)OC. Cell line: COLO 205. Synergy scores: CSS=46.7, Synergy_ZIP=1.69, Synergy_Bliss=-0.952, Synergy_Loewe=-23.4, Synergy_HSA=-3.94. (2) Drug 1: CC1=C(C=C(C=C1)NC2=NC=CC(=N2)N(C)C3=CC4=NN(C(=C4C=C3)C)C)S(=O)(=O)N.Cl. Drug 2: C1CCC(CC1)NC(=O)N(CCCl)N=O. Cell line: DU-145. Synergy scores: CSS=3.96, Synergy_ZIP=-1.23, Synergy_Bliss=2.50, Synergy_Loewe=-0.895, Synergy_HSA=0.648. (3) Drug 1: CCCS(=O)(=O)NC1=C(C(=C(C=C1)F)C(=O)C2=CNC3=C2C=C(C=N3)C4=CC=C(C=C4)Cl)F. Drug 2: C1=CC(=CC=C1CCC2=CNC3=C2C(=O)NC(=N3)N)C(=O)NC(CCC(=O)O)C(=O)O. Cell line: SF-539. Synergy scores: CSS=39.2, Synergy_ZIP=1.39, Synergy_Bliss=0.502, Synergy_Loewe=-20.5, Synergy_HSA=1.23.